Predict the reactants needed to synthesize the given product. From a dataset of Full USPTO retrosynthesis dataset with 1.9M reactions from patents (1976-2016). (1) Given the product [CH:28]1([C@@H:26]2[C:25]3[C:20](=[CH:21][CH:22]=[CH:23][CH:24]=3)[CH2:19][C@@H:18]([N:5]([CH3:6])[CH3:4])[CH2:27]2)[CH2:33][CH2:32][CH2:31][CH2:30][CH2:29]1.[CH:28]1([C@@H:26]2[C:25]3[C:20](=[CH:21][CH:22]=[CH:23][CH:24]=3)[CH:19]=[CH:18][CH2:27]2)[CH2:29][CH2:30][CH2:31][CH2:32][CH2:33]1, predict the reactants needed to synthesize it. The reactants are: C=CC.[CH3:4][NH:5][CH3:6].CC1C=CC(S(O[C@@H:18]2[CH2:27][C@H:26]([CH:28]3[CH2:33][CH2:32][CH2:31][CH2:30][CH2:29]3)[C:25]3[C:20](=[CH:21][CH:22]=[CH:23][CH:24]=3)[CH2:19]2)(=O)=O)=CC=1. (2) Given the product [CH2:16]([O:15][C:14]([NH:13][C:3]1([C:1]2[NH:24][O:25][C:27]([CH2:26][C:33]([O:35][CH2:36][CH3:37])=[O:34])([C:28]([O:30][CH2:31][CH3:32])=[O:29])[N:2]=2)[CH2:12][CH2:11][C:6]2([O:10][CH2:9][CH2:8][O:7]2)[CH2:5][CH2:4]1)=[O:23])[C:17]1[CH:22]=[CH:21][CH:20]=[CH:19][CH:18]=1, predict the reactants needed to synthesize it. The reactants are: [C:1]([C:3]1([NH:13][C:14](=[O:23])[O:15][CH2:16][C:17]2[CH:22]=[CH:21][CH:20]=[CH:19][CH:18]=2)[CH2:12][CH2:11][C:6]2([O:10][CH2:9][CH2:8][O:7]2)[CH2:5][CH2:4]1)#[N:2].[NH2:24][OH:25].[C:26]([C:33]([O:35][CH2:36][CH3:37])=[O:34])#[C:27][C:28]([O:30][CH2:31][CH3:32])=[O:29]. (3) The reactants are: [CH3:1][S:2](Cl)(=[O:4])=[O:3].[CH:6]1([C:12]2[CH:17]=[CH:16][C:15]([C:18]3[O:22][N:21]=[C:20]([C:23]4[CH:28]=[CH:27][C:26]([CH2:29][OH:30])=[CH:25][CH:24]=4)[N:19]=3)=[CH:14][CH:13]=2)[CH2:11][CH2:10][CH2:9][CH2:8][CH2:7]1.C(N(CC)CC)C.O. Given the product [CH:6]1([C:12]2[CH:13]=[CH:14][C:15]([C:18]3[O:22][N:21]=[C:20]([C:23]4[CH:28]=[CH:27][C:26]([CH2:29][O:30][S:2]([CH3:1])(=[O:4])=[O:3])=[CH:25][CH:24]=4)[N:19]=3)=[CH:16][CH:17]=2)[CH2:7][CH2:8][CH2:9][CH2:10][CH2:11]1, predict the reactants needed to synthesize it. (4) Given the product [CH2:1]([C:7]1[CH:8]=[CH:9][C:10]([C:13]2[C:14]([C:33]([OH:35])=[O:34])=[N:15][N:16]([C:22]([CH3:31])([CH3:32])[CH2:23][C:24]3[CH:25]=[CH:26][C:27]([CH3:30])=[CH:28][CH:29]=3)[C:17]=2[O:18][CH2:19][O:20][CH3:21])=[CH:11][CH:12]=1)[CH2:2][CH2:3][CH2:4][CH2:5][CH3:6], predict the reactants needed to synthesize it. The reactants are: [CH2:1]([C:7]1[CH:12]=[CH:11][C:10]([C:13]2[C:14]([C:33]([O:35]CC)=[O:34])=[N:15][N:16]([C:22]([CH3:32])([CH3:31])[CH2:23][C:24]3[CH:29]=[CH:28][C:27]([CH3:30])=[CH:26][CH:25]=3)[C:17]=2[O:18][CH2:19][O:20][CH3:21])=[CH:9][CH:8]=1)[CH2:2][CH2:3][CH2:4][CH2:5][CH3:6].[OH-].[Na+]. (5) Given the product [CH2:21]([N:28]1[CH2:33][CH2:32][N:31]([C:13]2[C:12]([O:16][CH3:17])=[CH:11][C:10]([C:18](=[O:20])[CH3:19])=[C:9]([OH:8])[CH:14]=2)[CH2:30][CH2:29]1)[C:22]1[CH:23]=[CH:24][CH:25]=[CH:26][CH:27]=1, predict the reactants needed to synthesize it. The reactants are: C([O:8][C:9]1[CH:14]=[C:13](F)[C:12]([O:16][CH3:17])=[CH:11][C:10]=1[C:18](=[O:20])[CH3:19])C1C=CC=CC=1.[CH2:21]([N:28]1[CH2:33][CH2:32][NH:31][CH2:30][CH2:29]1)[C:22]1[CH:27]=[CH:26][CH:25]=[CH:24][CH:23]=1.C(=O)([O-])[O-].[K+].[K+]. (6) Given the product [CH3:11][O:12][C:13]1[CH:14]=[CH:15][C:16]([CH2:17][S:18]([C:21]2[C:22](=[O:23])[O:10][C:5]3[C:6]([CH:7]=2)=[CH:9][C:2]([Cl:1])=[CH:3][CH:4]=3)(=[O:19])=[O:20])=[CH:25][CH:26]=1, predict the reactants needed to synthesize it. The reactants are: [Cl:1][C:2]1[CH:9]=[C:6]([CH:7]=O)[C:5]([OH:10])=[CH:4][CH:3]=1.[CH3:11][O:12][C:13]1[CH:26]=[CH:25][C:16]([CH2:17][S:18]([CH2:21][C:22](O)=[O:23])(=[O:20])=[O:19])=[CH:15][CH:14]=1. (7) Given the product [CH2:17]([Sn:12]([CH2:8][CH2:9][CH2:10][CH3:11])([CH2:13][CH2:14][CH2:15][CH3:16])[CH:5]1[CH2:7][CH2:6]1)[CH2:18][CH2:19][CH3:20], predict the reactants needed to synthesize it. The reactants are: [Mg].II.Br[CH:5]1[CH2:7][CH2:6]1.[CH2:8]([Sn:12](Cl)([CH2:17][CH2:18][CH2:19][CH3:20])[CH2:13][CH2:14][CH2:15][CH3:16])[CH2:9][CH2:10][CH3:11].[NH4+].[Cl-].[F-].[K+]. (8) Given the product [Br:1][C:2]1[CH:3]=[C:4]([CH:5]2[O:11][CH2:12][CH2:13][O:6]2)[CH:7]=[CH:8][C:9]=1[OH:10], predict the reactants needed to synthesize it. The reactants are: [Br:1][C:2]1[CH:3]=[C:4]([CH:7]=[CH:8][C:9]=1[OH:10])[CH:5]=[O:6].[OH:11][CH2:12][CH2:13]O.C1(C)C=CC(S(O)(=O)=O)=CC=1. (9) Given the product [CH:14]([O:16][N:37]1[C:41](=[O:42])[C:40]2[C:39](=[CH:46][CH:45]=[CH:44][CH:43]=2)[C:38]1=[O:47])([CH3:15])[CH3:13], predict the reactants needed to synthesize it. The reactants are: N(C(OCC)=O)=NC(OCC)=O.[CH3:13][CH:14]([OH:16])[CH3:15].C1(P(C2C=CC=CC=2)C2C=CC=CC=2)C=CC=CC=1.O[N:37]1[C:41](=[O:42])[C:40]2=[CH:43][CH:44]=[CH:45][CH:46]=[C:39]2[C:38]1=[O:47]. (10) Given the product [OH:3][CH2:4][CH2:5][CH2:6][C:7]1[C:15]2[C:10](=[CH:11][CH:12]=[CH:13][CH:14]=2)[NH:9][C:8]=1[C:16]([O:18][CH2:19][CH3:20])=[O:17], predict the reactants needed to synthesize it. The reactants are: C([O:3][C:4](=O)[CH2:5][CH2:6][C:7]1[C:15]2[C:10](=[CH:11][CH:12]=[CH:13][CH:14]=2)[NH:9][C:8]=1[C:16]([O:18][CH2:19][CH3:20])=[O:17])C.C1COCC1.